Dataset: Reaction yield outcomes from USPTO patents with 853,638 reactions. Task: Predict the reaction yield, written as a fraction of the theoretical maximum amount of product (1.0 means a 100% yield; for example, 0.34 means a 34% yield). (1) The reactants are Br[C:2]1[CH:7]=[CH:6][CH:5]=[CH:4][C:3]=1[CH2:8][C:9]#[N:10].[CH3:11][C:12]1[CH:17]=[CH:16][CH:15]=[CH:14][C:13]=1B(O)O.C(=O)([O-])[O-].[K+].[K+].C1(C)C=CC=CC=1. The catalyst is C1C=CC([P]([Pd]([P](C2C=CC=CC=2)(C2C=CC=CC=2)C2C=CC=CC=2)([P](C2C=CC=CC=2)(C2C=CC=CC=2)C2C=CC=CC=2)[P](C2C=CC=CC=2)(C2C=CC=CC=2)C2C=CC=CC=2)(C2C=CC=CC=2)C2C=CC=CC=2)=CC=1.O.C(O)C. The product is [CH3:11][C:12]1[CH:17]=[CH:16][CH:15]=[CH:14][C:13]=1[C:2]1[CH:7]=[CH:6][CH:5]=[CH:4][C:3]=1[CH2:8][C:9]#[N:10]. The yield is 0.740. (2) The reactants are C([O:3][C:4]([C:6]1[CH:7]=[C:8]2[C:12](=[CH:13][C:14]=1[NH:15][C:16]([C:18]1[C:27](=[O:28])[C:26]3[C:21](=[CH:22][CH:23]=[CH:24][CH:25]=3)[NH:20][CH:19]=1)=[O:17])[NH:11][CH:10]=[CH:9]2)=[O:5])C.[OH-].[Na+]. The catalyst is C1COCC1. The product is [O:28]=[C:27]1[C:26]2[C:21](=[CH:22][CH:23]=[CH:24][CH:25]=2)[NH:20][CH:19]=[C:18]1[C:16]([NH:15][C:14]1[CH:13]=[C:12]2[C:8]([CH:9]=[CH:10][NH:11]2)=[CH:7][C:6]=1[C:4]([OH:5])=[O:3])=[O:17]. The yield is 0.930. (3) The reactants are [C:1](Cl)(=[O:10])[CH:2]=[CH:3][C:4]1[CH:9]=[CH:8][CH:7]=[CH:6][CH:5]=1.[F:12][C:13]1[CH:14]=[C:15]([CH:17]=[CH:18][CH:19]=1)[NH2:16].C([O-])(O)=O.[Na+]. The catalyst is C(OCC)(=O)C. The product is [F:12][C:13]1[CH:14]=[C:15]([NH:16][C:1](=[O:10])/[CH:2]=[CH:3]/[C:4]2[CH:9]=[CH:8][CH:7]=[CH:6][CH:5]=2)[CH:17]=[CH:18][CH:19]=1. The yield is 0.950. (4) The reactants are O1CCCC1.[C:6]([C:10]1[CH:20]=[CH:19][C:13]([O:14][CH2:15][C:16]([OH:18])=O)=[CH:12][CH:11]=1)([CH3:9])([CH3:8])[CH3:7].Cl.[NH2:22][C@@H:23]([C:25]1[CH:30]=[CH:29][C:28]([NH:31][S:32]([CH3:35])(=[O:34])=[O:33])=[C:27]([CH3:36])[CH:26]=1)[CH3:24]. The catalyst is C(N(CC)CC)C. The product is [C:6]([C:10]1[CH:11]=[CH:12][C:13]([O:14][CH2:15][C:16]([NH:22][C@@H:23]([C:25]2[CH:30]=[CH:29][C:28]([NH:31][S:32]([CH3:35])(=[O:34])=[O:33])=[C:27]([CH3:36])[CH:26]=2)[CH3:24])=[O:18])=[CH:19][CH:20]=1)([CH3:7])([CH3:8])[CH3:9]. The yield is 0.310. (5) The reactants are [CH2:1]=[CH:2][CH2:3][CH2:4][CH2:5][CH2:6][CH2:7][CH2:8][CH2:9][CH2:10][CH2:11][CH3:12].[CH3:13][SiH:14]([CH3:19])[O:15][SiH:16]([CH3:18])[CH3:17]. The catalyst is O=[Pt]=O. The product is [CH2:1]([Si:14]([CH3:19])([CH3:13])[O:15][Si:16]([CH2:12][CH2:11][CH2:10][CH2:9][CH2:8][CH2:7][CH2:6][CH2:5][CH2:4][CH2:3][CH2:2][CH3:1])([CH3:18])[CH3:17])[CH2:2][CH2:3][CH2:4][CH2:5][CH2:6][CH2:7][CH2:8][CH2:9][CH2:10][CH2:11][CH3:12]. The yield is 0.970. (6) The reactants are [CH2:1]([S:3]([N:6]1[CH2:11][CH2:10][CH:9]([C:12]2[C:20]3[C:15](=[C:16]([C:30]([NH2:32])=[O:31])[CH:17]=[C:18](B4OC(C)(C)C(C)(C)O4)[CH:19]=3)[NH:14][CH:13]=2)[CH2:8][CH2:7]1)(=[O:5])=[O:4])[CH3:2].Br[C:34]1[CH:39]=[CH:38][CH:37]=[C:36]([CH3:40])[CH:35]=1.C(=O)([O-])[O-].[Cs+].[Cs+]. The catalyst is O1CCOCC1.O.C([O-])(=O)C.[Pd+2].C([O-])(=O)C. The product is [CH2:1]([S:3]([N:6]1[CH2:7][CH2:8][CH:9]([C:12]2[C:20]3[C:15](=[C:16]([C:30]([NH2:32])=[O:31])[CH:17]=[C:18]([C:34]4[CH:39]=[CH:38][CH:37]=[C:36]([CH3:40])[CH:35]=4)[CH:19]=3)[NH:14][CH:13]=2)[CH2:10][CH2:11]1)(=[O:4])=[O:5])[CH3:2]. The yield is 0.100.